Dataset: Peptide-MHC class I binding affinity with 185,985 pairs from IEDB/IMGT. Task: Regression. Given a peptide amino acid sequence and an MHC pseudo amino acid sequence, predict their binding affinity value. This is MHC class I binding data. (1) The peptide sequence is ALPPRAYAM. The MHC is HLA-B07:02 with pseudo-sequence HLA-B07:02. The binding affinity (normalized) is 0.148. (2) The peptide sequence is SEAAYAKKI. The MHC is HLA-A32:01 with pseudo-sequence HLA-A32:01. The binding affinity (normalized) is 0.000278. (3) The peptide sequence is WPVMQWLTA. The MHC is HLA-A02:12 with pseudo-sequence HLA-A02:12. The binding affinity (normalized) is 0.0847.